Predict the reaction yield, written as a fraction of the theoretical maximum amount of product (1.0 means a 100% yield; for example, 0.34 means a 34% yield). From a dataset of Reaction yield outcomes from USPTO patents with 853,638 reactions. (1) The reactants are [CH3:1][CH:2]([C:13](=[O:22])[CH:14]=[CH:15][C:16]1[CH:21]=[CH:20][CH:19]=[CH:18][CH:17]=1)[C:3](=[O:12])[CH:4]=[CH:5][C:6]1[CH:11]=[CH:10][CH:9]=[CH:8][CH:7]=1. The catalyst is [Pd].C(OCC)(=O)C. The product is [CH3:1][CH:2]([C:3](=[O:12])[CH2:4][CH2:5][C:6]1[CH:7]=[CH:8][CH:9]=[CH:10][CH:11]=1)[C:13](=[O:22])[CH2:14][CH2:15][C:16]1[CH:21]=[CH:20][CH:19]=[CH:18][CH:17]=1. The yield is 0.730. (2) The reactants are [AlH4-].[Li+].[CH2:3]([O:6][C:7]([N:9]([CH2:19][C:20]1([C:33](OC)=[O:34])[CH2:25][CH2:24][N:23]([C:26]([O:28][C:29]([CH3:32])([CH3:31])[CH3:30])=[O:27])[CH2:22][CH2:21]1)[C@@H:10]1[CH2:12][C@H:11]1[C:13]1[CH:18]=[CH:17][CH:16]=[CH:15][CH:14]=1)=[O:8])[CH:4]=[CH2:5]. The catalyst is O1CCCC1. The product is [CH2:3]([O:6][C:7]([N:9]([CH2:19][C:20]1([CH2:33][OH:34])[CH2:21][CH2:22][N:23]([C:26]([O:28][C:29]([CH3:31])([CH3:30])[CH3:32])=[O:27])[CH2:24][CH2:25]1)[C@@H:10]1[CH2:12][C@H:11]1[C:13]1[CH:18]=[CH:17][CH:16]=[CH:15][CH:14]=1)=[O:8])[CH:4]=[CH2:5]. The yield is 0.520.